This data is from Full USPTO retrosynthesis dataset with 1.9M reactions from patents (1976-2016). The task is: Predict the reactants needed to synthesize the given product. (1) Given the product [NH2:11][CH:12]1[CH2:17][N:16]([C:18]([O:20][C:21]([CH3:22])([CH3:23])[CH3:24])=[O:19])[CH2:15][CH:14]([C:25]([O:27][CH3:28])=[O:26])[CH2:13]1, predict the reactants needed to synthesize it. The reactants are: C(OC([NH:11][CH:12]1[CH2:17][N:16]([C:18]([O:20][C:21]([CH3:24])([CH3:23])[CH3:22])=[O:19])[CH2:15][CH:14]([C:25]([O:27][CH3:28])=[O:26])[CH2:13]1)=O)C1C=CC=CC=1. (2) Given the product [Cl:1][C:2]1[CH:7]=[C:6]([C:8]#[C:9][C:19]([C:21]2[CH:22]=[N:23][C:24]3[C:29]([CH:30]=2)=[CH:28][CH:27]=[CH:26][CH:25]=3)=[O:20])[CH:5]=[C:4]([Cl:10])[CH:3]=1, predict the reactants needed to synthesize it. The reactants are: [Cl:1][C:2]1[CH:7]=[C:6]([C:8]#[CH:9])[CH:5]=[C:4]([Cl:10])[CH:3]=1.C([Li])CCC.CON(C)[C:19]([C:21]1[CH:22]=[N:23][C:24]2[C:29]([CH:30]=1)=[CH:28][CH:27]=[CH:26][CH:25]=2)=[O:20]. (3) Given the product [CH2:1]([C:8]1[O:9][C:10]([C:13]2[CH:14]=[C:15]3[C:20](=[CH:21][CH:22]=2)[CH:19]=[C:18]([O:23][CH2:24][C:25]2[NH:29][N:28]=[N:27][N:26]=2)[CH:17]=[CH:16]3)=[CH:11][N:12]=1)[C:2]1[CH:7]=[CH:6][CH:5]=[CH:4][CH:3]=1, predict the reactants needed to synthesize it. The reactants are: [CH2:1]([C:8]1[O:9][C:10]([C:13]2[CH:14]=[C:15]3[C:20](=[CH:21][CH:22]=2)[CH:19]=[C:18]([O:23][CH2:24][C:25]#[N:26])[CH:17]=[CH:16]3)=[CH:11][N:12]=1)[C:2]1[CH:7]=[CH:6][CH:5]=[CH:4][CH:3]=1.[N-:27]=[N+:28]=[N-:29].[Na+].[Cl-].[NH4+].[OH-].[Na+].Cl. (4) Given the product [Cl:1][C:2]1[CH:3]=[C:4]2[C:8](=[CH:9][CH:10]=1)[NH:7][N:6]=[C:5]2/[CH:11]=[C:12]1\[O:13][C:14]2[C:21]([CH2:22][N:23]3[CH2:24][CH2:25][NH:26][CH2:27][CH2:28]3)=[C:20]([O:36][CH3:37])[CH:19]=[CH:18][C:15]=2[C:16]\1=[O:17], predict the reactants needed to synthesize it. The reactants are: [Cl:1][C:2]1[CH:3]=[C:4]2[C:8](=[CH:9][CH:10]=1)[NH:7][N:6]=[C:5]2/[CH:11]=[C:12]1\[O:13][C:14]2[C:21]([CH2:22][N:23]3[CH2:28][CH2:27][N:26](C(OC(C)(C)C)=O)[CH2:25][CH2:24]3)=[C:20]([O:36][CH3:37])[CH:19]=[CH:18][C:15]=2[C:16]\1=[O:17].FC(F)(F)C(O)=O. (5) Given the product [C:21]([O:25][C:26]([N:28]1[CH2:29][CH2:30][CH:31]([N:34]2[C:38]3=[N:39][CH:40]=[N:41][C:42]([N:10]4[C:11]5[C:7](=[CH:6][C:5]([S:2]([CH3:1])(=[O:4])=[O:3])=[CH:13][CH:12]=5)[CH2:8][CH2:9]4)=[C:37]3[CH:36]=[N:35]2)[CH2:32][CH2:33]1)=[O:27])([CH3:24])([CH3:22])[CH3:23], predict the reactants needed to synthesize it. The reactants are: [CH3:1][S:2]([C:5]1[CH:6]=[C:7]2[C:11](=[CH:12][CH:13]=1)[NH:10][CH2:9][CH2:8]2)(=[O:4])=[O:3].C(N(CC)CC)C.[C:21]([O:25][C:26]([N:28]1[CH2:33][CH2:32][CH:31]([N:34]2[C:38]3=[N:39][CH:40]=[N:41][C:42](Cl)=[C:37]3[CH:36]=[N:35]2)[CH2:30][CH2:29]1)=[O:27])([CH3:24])([CH3:23])[CH3:22].C(=O)([O-])[O-].[Cs+].[Cs+].C(=O)(O)[O-].[Na+]. (6) Given the product [OH:48][CH2:47][CH2:49][NH:50][C:32](=[O:34])[CH2:31][N:19]1[CH:20]=[C:21]([C:22]2[CH:27]=[CH:26][N:25]=[C:24]3[NH:28][CH:29]=[CH:30][C:23]=23)[C:17]([C:14]2[CH:15]=[CH:16][C:11]([NH:10][C:8]([NH:7][C:1]3[CH:2]=[CH:3][CH:4]=[CH:5][CH:6]=3)=[O:9])=[CH:12][CH:13]=2)=[N:18]1, predict the reactants needed to synthesize it. The reactants are: [C:1]1([NH:7][C:8]([NH:10][C:11]2[CH:16]=[CH:15][C:14]([C:17]3[C:21]([C:22]4[CH:27]=[CH:26][N:25]=[C:24]5[NH:28][CH:29]=[CH:30][C:23]=45)=[CH:20][N:19]([CH2:31][C:32]([OH:34])=O)[N:18]=3)=[CH:13][CH:12]=2)=[O:9])[CH:6]=[CH:5][CH:4]=[CH:3][CH:2]=1.C(N1C=CN=C1)(N1C=CN=C1)=O.[CH2:47]([CH2:49][NH2:50])[OH:48].